This data is from Full USPTO retrosynthesis dataset with 1.9M reactions from patents (1976-2016). The task is: Predict the reactants needed to synthesize the given product. (1) Given the product [CH3:15][O:16][C:17]1[C:18]([OH:25])=[C:19]([C:20]2[NH:1][N:2]=[C:3]([C:5]3[C:14]4[C:9](=[CH:10][CH:11]=[CH:12][CH:13]=4)[CH:8]=[CH:7][N:6]=3)[N:4]=2)[CH:22]=[CH:23][CH:24]=1, predict the reactants needed to synthesize it. The reactants are: [NH2:1][NH:2][C:3]([C:5]1[C:14]2[C:9](=[CH:10][CH:11]=[CH:12][CH:13]=2)[CH:8]=[CH:7][N:6]=1)=[NH:4].[CH3:15][O:16][C:17]1[C:18]([OH:25])=[C:19]([CH:22]=[CH:23][CH:24]=1)[CH:20]=O. (2) Given the product [CH2:22]([C:29]1[CH:30]=[N:31][C:32]2[C:37]([C:38]=1[C:39]1[CH:40]=[C:41]([CH:42]=[CH:43][CH:44]=1)[CH2:45][O:14][C:10]1[CH:11]=[C:12]3[C:7](=[CH:8][CH:9]=1)[NH:6][C:5]([C:3]([OH:2])=[O:4])=[CH:13]3)=[CH:36][CH:35]=[CH:34][C:33]=2[C:47]([F:50])([F:49])[F:48])[C:23]1[CH:24]=[CH:25][CH:26]=[CH:27][CH:28]=1, predict the reactants needed to synthesize it. The reactants are: C[O:2][C:3]([C:5]1[NH:6][C:7]2[C:12]([CH:13]=1)=[CH:11][C:10]([OH:14])=[CH:9][CH:8]=2)=[O:4].C1(O)C=CC=CC=1.[CH2:22]([C:29]1[CH:30]=[N:31][C:32]2[C:37]([C:38]=1[C:39]1[CH:40]=[C:41]([CH2:45]O)[CH:42]=[CH:43][CH:44]=1)=[CH:36][CH:35]=[CH:34][C:33]=2[C:47]([F:50])([F:49])[F:48])[C:23]1[CH:28]=[CH:27][CH:26]=[CH:25][CH:24]=1. (3) Given the product [Cl:11][C:7]1[CH:8]=[CH:9][CH:10]=[C:2]([Cl:1])[C:3]=1[C:4]([NH:20][CH2:19][CH:18]([C:12]1[CH:13]=[CH:14][CH:15]=[CH:16][CH:17]=1)[C:21]1[CH:22]=[N:23][C:24]([C:27]([F:30])([F:28])[F:29])=[CH:25][CH:26]=1)=[O:6], predict the reactants needed to synthesize it. The reactants are: [Cl:1][C:2]1[CH:10]=[CH:9][CH:8]=[C:7]([Cl:11])[C:3]=1[C:4]([OH:6])=O.[C:12]1([CH:18]([C:21]2[CH:22]=[N:23][C:24]([C:27]([F:30])([F:29])[F:28])=[CH:25][CH:26]=2)[CH2:19][NH2:20])[CH:17]=[CH:16][CH:15]=[CH:14][CH:13]=1. (4) Given the product [CH2:18]([NH:17][C:15](=[O:16])[NH:14][C:11]1[S:12][CH:13]=[C:9]([C:7]([NH:6][CH2:5][C:4]([OH:25])=[O:3])=[O:8])[N:10]=1)[C:19]1[CH:24]=[CH:23][CH:22]=[CH:21][CH:20]=1, predict the reactants needed to synthesize it. The reactants are: C([O:3][C:4](=[O:25])[CH2:5][NH:6][C:7]([C:9]1[N:10]=[C:11]([NH:14][C:15]([NH:17][CH2:18][C:19]2[CH:24]=[CH:23][CH:22]=[CH:21][CH:20]=2)=[O:16])[S:12][CH:13]=1)=[O:8])C.CO.[OH-].[Na+].Cl. (5) The reactants are: [CH3:1][C:2]1[C:19]([C:20]2[CH:25]=[CH:24][C:23]([O:26][CH3:27])=[CH:22][C:21]=2[O:28][CH3:29])=[CH:18][CH:17]=[CH:16][C:3]=1[C:4]([NH:6][CH2:7][CH2:8][CH2:9][CH2:10][CH2:11][C:12]([O:14]C)=[O:13])=[O:5].O.[OH-].[Li+]. Given the product [CH3:1][C:2]1[C:19]([C:20]2[CH:25]=[CH:24][C:23]([O:26][CH3:27])=[CH:22][C:21]=2[O:28][CH3:29])=[CH:18][CH:17]=[CH:16][C:3]=1[C:4]([NH:6][CH2:7][CH2:8][CH2:9][CH2:10][CH2:11][C:12]([OH:14])=[O:13])=[O:5], predict the reactants needed to synthesize it. (6) Given the product [CH2:6]([O:13][C:14]1[CH:23]=[C:22]2[C:17]([C:18]([Cl:3])=[CH:19][CH:20]=[N:21]2)=[CH:16][C:15]=1[O:25][CH3:26])[C:7]1[CH:12]=[CH:11][CH:10]=[CH:9][CH:8]=1, predict the reactants needed to synthesize it. The reactants are: P(Cl)(Cl)([Cl:3])=O.[CH2:6]([O:13][C:14]1[CH:23]=[C:22]2[C:17]([C:18](=O)[CH:19]=[CH:20][NH:21]2)=[CH:16][C:15]=1[O:25][CH3:26])[C:7]1[CH:12]=[CH:11][CH:10]=[CH:9][CH:8]=1.